From a dataset of Forward reaction prediction with 1.9M reactions from USPTO patents (1976-2016). Predict the product of the given reaction. (1) The product is: [Br:1][CH2:22][CH2:23][CH2:24][CH2:25][CH2:26][CH:27]1[CH2:32][CH2:31][CH2:30][N:29]([C:33]([O:35][CH2:36][C:37]2[CH:42]=[CH:41][CH:40]=[CH:39][CH:38]=2)=[O:34])[CH2:28]1. Given the reactants [Br:1]CCCC1CCCCN1C(OCC1C=CC=CC=1)=O.O[CH2:22][CH2:23][CH2:24][CH2:25][CH2:26][CH:27]1[CH2:32][CH2:31][CH2:30][N:29]([C:33]([O:35][CH2:36][C:37]2[CH:42]=[CH:41][CH:40]=[CH:39][CH:38]=2)=[O:34])[CH2:28]1, predict the reaction product. (2) The product is: [NH2:29][C:26]1[C:20]([C:21]([O:23][CH2:24][CH3:25])=[O:22])=[CH:19][C:18]([N:15]2[CH2:16][CH2:17][C@H:12]([NH:11][C:9]([C:3]3[NH:4][C:5]([CH3:8])=[C:6]([Cl:7])[C:2]=3[Cl:1])=[O:10])[C@H:13]([O:32][CH3:33])[CH2:14]2)=[N:28][CH:27]=1. Given the reactants [Cl:1][C:2]1[C:6]([Cl:7])=[C:5]([CH3:8])[NH:4][C:3]=1[C:9]([NH:11][C@H:12]1[CH2:17][CH2:16][N:15]([C:18]2[CH:19]=[C:20]([C:26]([N+:29]([O-])=O)=[CH:27][N:28]=2)[C:21]([O:23][CH2:24][CH3:25])=[O:22])[CH2:14][C@H:13]1[O:32][CH3:33])=[O:10], predict the reaction product.